From a dataset of Reaction yield outcomes from USPTO patents with 853,638 reactions. Predict the reaction yield, written as a fraction of the theoretical maximum amount of product (1.0 means a 100% yield; for example, 0.34 means a 34% yield). (1) The reactants are [CH3:1][O:2][C:3]1[CH:4]=[CH:5][C:6]([N+:11]([O-:13])=[O:12])=[C:7]([CH2:9][OH:10])[CH:8]=1.N1C=CN=C1.[CH3:19][C:20]([Si:23](Cl)([CH3:25])[CH3:24])([CH3:22])[CH3:21]. The catalyst is C1COCC1.CN(C=O)C. The product is [C:20]([Si:23]([O:10][CH2:9][C:7]1[CH:8]=[C:3]([O:2][CH3:1])[CH:4]=[CH:5][C:6]=1[N+:11]([O-:13])=[O:12])([CH3:25])[CH3:24])([CH3:22])([CH3:21])[CH3:19]. The yield is 0.840. (2) The reactants are [NH2:1][C:2]1[CH:10]=[C:9]([Cl:11])[CH:8]=[CH:7][C:3]=1[C:4]([OH:6])=[O:5].[Br:12]Br. The catalyst is CO. The product is [NH2:1][C:2]1[CH:10]=[C:9]([Cl:11])[C:8]([Br:12])=[CH:7][C:3]=1[C:4]([OH:6])=[O:5]. The yield is 0.620. (3) The reactants are [CH3:1][C:2]1[CH:7]=[CH:6][C:5]([C:8]2[N:13]=[C:12]3[CH:14]=[CH:15][NH:16][C:11]3=[CH:10][C:9]=2[C:17]2[CH:24]=[CH:23][C:20]([C:21]#[N:22])=[CH:19][CH:18]=2)=[CH:4][CH:3]=1.Br[CH2:26][CH2:27][CH2:28][NH:29][C:30](=[O:36])[O:31][C:32]([CH3:35])([CH3:34])[CH3:33]. No catalyst specified. The product is [C:21]([C:20]1[CH:23]=[CH:24][C:17]([C:9]2[CH:10]=[C:11]3[N:16]([CH2:26][CH2:27][CH2:28][NH:29][C:30](=[O:36])[O:31][C:32]([CH3:35])([CH3:34])[CH3:33])[CH:15]=[CH:14][C:12]3=[N:13][C:8]=2[C:5]2[CH:4]=[CH:3][C:2]([CH3:1])=[CH:7][CH:6]=2)=[CH:18][CH:19]=1)#[N:22]. The yield is 1.00. (4) The reactants are [CH2:1]([N:8]1[C:12](=[O:13])[CH2:11][CH:10]([NH:14]C(=O)OC(C)(C)C)[CH2:9]1)[C:2]1[CH:7]=[CH:6][CH:5]=[CH:4][CH:3]=1.[ClH:22].O1CCOCC1.C(OCC)C. The catalyst is O1CCCC1. The product is [ClH:22].[NH2:14][CH:10]1[CH2:9][N:8]([CH2:1][C:2]2[CH:3]=[CH:4][CH:5]=[CH:6][CH:7]=2)[C:12](=[O:13])[CH2:11]1. The yield is 0.990. (5) The reactants are C(N(CC)CC)C.CN(C(ON1N=NC2C=CC=NC1=2)=[N+](C)C)C.F[P-](F)(F)(F)(F)F.[CH3:32][O:33][C:34]1[CH:35]=[CH:36][C:37]2[N:41]([CH3:42])[C:40](=[O:43])[N:39]([CH2:44][C@H:45]3[CH2:50][CH2:49][C@H:48]([C:51]([OH:53])=O)[CH2:47][CH2:46]3)[C:38]=2[CH:54]=1.[C:55]([O:59][C:60]([N:62]1[CH2:67][CH2:66][NH:65][CH2:64][CH2:63]1)=[O:61])([CH3:58])([CH3:57])[CH3:56]. The catalyst is CN(C=O)C. The product is [C:55]([O:59][C:60]([N:62]1[CH2:67][CH2:66][N:65]([C:51]([C@H:48]2[CH2:47][CH2:46][C@H:45]([CH2:44][N:39]3[C:38]4[CH:54]=[C:34]([O:33][CH3:32])[CH:35]=[CH:36][C:37]=4[N:41]([CH3:42])[C:40]3=[O:43])[CH2:50][CH2:49]2)=[O:53])[CH2:64][CH2:63]1)=[O:61])([CH3:58])([CH3:56])[CH3:57]. The yield is 0.780. (6) The reactants are O.[C:2]1([CH3:12])[CH:7]=[CH:6]C(S(O)(=O)=O)=[CH:4][CH:3]=1.Cl.O.[NH:15]1[CH2:20][CH2:19][C:18](=[O:21])[CH2:17][CH2:16]1.[BH-](O[C:32]([CH3:34])=[O:33])(OC(C)=O)OC(C)=O.[Na+].C([O-])(O)=O.[Na+].[CH2:41]([N:43](CC)[CH2:44][CH3:45])[CH3:42]. The catalyst is CC(C)=O.ClCCCl.O. The product is [NH:43]1[CH:44]=[CH:45][CH:42]=[C:41]1[C:32]([C:34]1[CH:4]=[CH:3][C:2]([CH2:12][N:15]2[CH2:20][CH2:19][C:18](=[O:21])[CH2:17][CH2:16]2)=[CH:7][CH:6]=1)=[O:33]. The yield is 0.330.